From a dataset of Full USPTO retrosynthesis dataset with 1.9M reactions from patents (1976-2016). Predict the reactants needed to synthesize the given product. (1) Given the product [CH2:1]([O:3][C:4](=[O:23])[CH2:5][CH2:6][N:7]([CH2:30][C:31]1[CH:36]=[CH:35][CH:34]=[CH:33][CH:32]=1)[CH2:8][CH:9]([C:15]1[CH:20]=[CH:19][C:18]([Cl:21])=[C:17]([Cl:22])[CH:16]=1)[C:10]([O:12][CH2:13][CH3:14])=[O:11])[CH3:2], predict the reactants needed to synthesize it. The reactants are: [CH2:1]([O:3][C:4](=[O:23])[CH2:5][CH2:6][NH:7][CH2:8][CH:9]([C:15]1[CH:20]=[CH:19][C:18]([Cl:21])=[C:17]([Cl:22])[CH:16]=1)[C:10]([O:12][CH2:13][CH3:14])=[O:11])[CH3:2].C(=O)([O-])[O-].[Na+].[Na+].[CH2:30](Br)[C:31]1[CH:36]=[CH:35][CH:34]=[CH:33][CH:32]=1.O. (2) Given the product [Cl:33][C:18]1[N:19]([CH2:20][CH:21]2[CH2:26][CH2:25][O:24][CH2:23][CH2:22]2)[C:11]2[C:10]3[CH:9]=[C:8]([O:28][CH3:29])[C:7]([C:6]4[C:2]([CH3:1])=[N:3][O:4][C:5]=4[CH3:30])=[CH:16][C:15]=3[N:14]=[CH:13][C:12]=2[N:17]=1, predict the reactants needed to synthesize it. The reactants are: [CH3:1][C:2]1[C:6]([C:7]2[C:8]([O:28][CH3:29])=[CH:9][C:10]3[C:11]4[N:19]([CH2:20][CH:21]5[CH2:26][CH2:25][O:24][CH2:23][CH2:22]5)[C:18](=O)[NH:17][C:12]=4[CH:13]=[N:14][C:15]=3[CH:16]=2)=[C:5]([CH3:30])[O:4][N:3]=1.O=P(Cl)(Cl)[Cl:33].P(Cl)(Cl)(Cl)(Cl)Cl. (3) Given the product [OH:16][C:9]1[CH:8]=[C:7]([CH:5]([CH3:6])[C:4]([OH:17])=[O:3])[CH:12]=[CH:11][C:10]=1[N+:13]([O-:15])=[O:14], predict the reactants needed to synthesize it. The reactants are: C([O:3][C:4](=[O:17])[CH:5]([C:7]1[CH:12]=[CH:11][C:10]([N+:13]([O-:15])=[O:14])=[C:9]([OH:16])[CH:8]=1)[CH3:6])C.[OH-].[Na+].C(O)(=O)C. (4) Given the product [CH3:1][C:2]1[N:7]=[C:6]([N:8]2[C@@H:15]3[C@@H:10]([CH2:11][CH2:12][N:13]([C:39]([C:38]4[CH:42]=[CH:43][CH:44]=[CH:45][C:37]=4[N:33]4[N:34]=[CH:35][CH:36]=[N:32]4)=[O:40])[CH2:14]3)[CH2:9]2)[CH:5]=[N:4][CH:3]=1, predict the reactants needed to synthesize it. The reactants are: [CH3:1][C:2]1[N:7]=[C:6]([N:8]2[C@@H:15]3[C@@H:10]([CH2:11][CH2:12][NH:13][CH2:14]3)[CH2:9]2)[CH:5]=[N:4][CH:3]=1.CC1C=C(C)N=C(N2[C@@H]3[C@@H](CCNC3)C2)N=1.[N:32]1[N:33]([C:37]2[CH:45]=[CH:44][CH:43]=[CH:42][C:38]=2[C:39](O)=[O:40])[N:34]=[CH:35][CH:36]=1.S1C=CC=C1C1C=CC=CC=1C(O)=O. (5) Given the product [NH2:16][C:4]1[N:3]=[C:2]([NH:17][C:18]2[CH:23]=[CH:22][C:21]([CH2:24][CH2:25][OH:26])=[CH:20][CH:19]=2)[CH:7]=[C:6]([C:8]2[CH:13]=[C:12]([Br:14])[CH:11]=[CH:10][C:9]=2[CH3:15])[N:5]=1, predict the reactants needed to synthesize it. The reactants are: Cl[C:2]1[CH:7]=[C:6]([C:8]2[CH:13]=[C:12]([Br:14])[CH:11]=[CH:10][C:9]=2[CH3:15])[N:5]=[C:4]([NH2:16])[N:3]=1.[NH2:17][C:18]1[CH:23]=[CH:22][C:21]([CH2:24][CH2:25][OH:26])=[CH:20][CH:19]=1. (6) Given the product [NH2:24][C@H:25]1[CH2:30][CH2:29][C@H:28]([NH:31][C:18]2[CH:17]=[C:16]([C:3]3[C:2]([Cl:1])=[CH:7][CH:6]=[C:5]([NH:8][CH2:9][CH:10]4[CH2:15][CH2:14][O:13][CH2:12][CH2:11]4)[N:4]=3)[C:21]([Cl:22])=[CH:20][N:19]=2)[CH2:27][CH2:26]1, predict the reactants needed to synthesize it. The reactants are: [Cl:1][C:2]1[C:3]([C:16]2[C:21]([Cl:22])=[CH:20][N:19]=[C:18](F)[CH:17]=2)=[N:4][C:5]([NH:8][CH2:9][CH:10]2[CH2:15][CH2:14][O:13][CH2:12][CH2:11]2)=[CH:6][CH:7]=1.[NH2:24][C@H:25]1[CH2:30][CH2:29][C@H:28]([NH2:31])[CH2:27][CH2:26]1. (7) Given the product [Cl:1][C:2]1[C:3]2[N:21]=[N:22][N:9]([CH2:10][C:11]3[C:16]([CH3:17])=[C:15]([O:18][CH3:19])[C:14]([CH3:20])=[CH:13][N:12]=3)[C:4]=2[N:5]=[C:6]([NH2:8])[N:7]=1, predict the reactants needed to synthesize it. The reactants are: [Cl:1][C:2]1[N:7]=[C:6]([NH2:8])[N:5]=[C:4]([NH:9][CH2:10][C:11]2[C:16]([CH3:17])=[C:15]([O:18][CH3:19])[C:14]([CH3:20])=[CH:13][N:12]=2)[C:3]=1[NH2:21].[N:22]([O-])=O.[Na+]. (8) Given the product [C:1]([O:5][C:6]([N:8]1[CH:13]([CH3:14])[CH2:12][N:11]([C:15]2[CH:20]=[CH:19][CH:18]=[CH:17][C:16]=2[NH2:21])[CH2:10][CH:9]1[CH3:24])=[O:7])([CH3:2])([CH3:3])[CH3:4], predict the reactants needed to synthesize it. The reactants are: [C:1]([O:5][C:6]([N:8]1[CH:13]([CH3:14])[CH2:12][N:11]([C:15]2[CH:20]=[CH:19][CH:18]=[CH:17][C:16]=2[N+:21]([O-])=O)[CH2:10][CH:9]1[CH3:24])=[O:7])([CH3:4])([CH3:3])[CH3:2]. (9) Given the product [CH3:20][O:19][C:12]1[CH:13]=[C:14]([O:17][CH3:18])[CH:15]=[CH:16][C:11]=1[C:10]1[C:9](=[O:21])[C:3]2[C:2](=[CH:7][C:6]([OH:8])=[CH:5][CH:4]=2)[O:1][CH:22]=1, predict the reactants needed to synthesize it. The reactants are: [OH:1][C:2]1[CH:7]=[C:6]([OH:8])[CH:5]=[CH:4][C:3]=1[C:9](=[O:21])[CH2:10][C:11]1[CH:16]=[CH:15][C:14]([O:17][CH3:18])=[CH:13][C:12]=1[O:19][CH3:20].[C:22]1(C)C=C(C)C=C(C)C=1Cl.